This data is from Reaction yield outcomes from USPTO patents with 853,638 reactions. The task is: Predict the reaction yield, written as a fraction of the theoretical maximum amount of product (1.0 means a 100% yield; for example, 0.34 means a 34% yield). (1) The reactants are [C:1]([O:5][C:6]([N:8]1[CH2:12][CH:11](O)[CH2:10][C@@:9]1([C:17](=[O:26])[C:18]1[CH:23]=[CH:22][C:21]([Cl:24])=[C:20]([Cl:25])[CH:19]=1)[CH2:14][CH2:15][CH3:16])=[O:7])([CH3:4])([CH3:3])[CH3:2].[F:27]C(F)(S(F)(=O)=O)C(F)(F)C(F)(F)C(F)(F)F.F.F.F.C(N(CC)CC)C.C(N(CC)CC)C. The catalyst is C1COCC1. The product is [C:1]([O:5][C:6]([N:8]1[CH2:12][CH:11]([F:27])[CH2:10][C@:9]1([C:17](=[O:26])[C:18]1[CH:23]=[CH:22][C:21]([Cl:24])=[C:20]([Cl:25])[CH:19]=1)[CH2:14][CH2:15][CH3:16])=[O:7])([CH3:4])([CH3:3])[CH3:2]. The yield is 0.990. (2) The reactants are [C:1]1([CH2:7][CH2:8][CH2:9][C:10]2[N:11]=[C:12]([C:15]([NH:17][C@@H:18]([C:20]([NH:22][C@H:23]3[CH2:27][C:26](=[O:28])[O:25][C@@H:24]3[O:29]CC3C=CC=CC=3)=[O:21])[CH3:19])=[O:16])[NH:13][CH:14]=2)[CH:6]=[CH:5][CH:4]=[CH:3][CH:2]=1. The catalyst is [Pd].CO. The product is [C:1]1([CH2:7][CH2:8][CH2:9][C:10]2[N:11]=[C:12]([C:15]([NH:17][C@H:18]([C:20]([NH:22][CH:23]([CH:24]=[O:29])[CH2:27][C:26]([OH:28])=[O:25])=[O:21])[CH3:19])=[O:16])[NH:13][CH:14]=2)[CH:2]=[CH:3][CH:4]=[CH:5][CH:6]=1. The yield is 0.530. (3) The reactants are Cl[C:2]1[N:7]=[C:6]([Cl:8])[N:5]=[C:4]([Cl:9])[N:3]=1.C(=O)([O-])[O-].[Cs+].[Cs+].Cl.[F:17][C:18]1([F:23])[CH2:22][CH2:21][NH:20][CH2:19]1.CCN(C(C)C)C(C)C. The catalyst is C1COCC1. The product is [Cl:9][C:4]1[N:5]=[C:6]([Cl:8])[N:7]=[C:2]([N:20]2[CH2:21][CH2:22][C:18]([F:23])([F:17])[CH2:19]2)[N:3]=1. The yield is 0.593. (4) The reactants are [NH2:1][C:2]1[CH:3]=[C:4]2[C:20](=[O:21])[NH:19][N:18]=[CH:17][C:6]3=[C:7]([C:11]4[CH:16]=[CH:15][CH:14]=[CH:13][CH:12]=4)[NH:8][C:9]([CH:10]=1)=[C:5]23.[C:22]1([CH3:41])[CH:27]=[CH:26][C:25]([S:28]([NH:31][C:32]2[CH:40]=[CH:39][CH:38]=[CH:37][C:33]=2[C:34](O)=[O:35])(=[O:30])=[O:29])=[CH:24][CH:23]=1.C(N(CC)CC)C.F[P-](F)(F)(F)(F)F.N1(OC(N(C)C)=[N+](C)C)C2N=CC=CC=2N=N1. The catalyst is CN(C)C=O. The product is [O:21]=[C:20]1[C:4]2[C:5]3[C:6](=[C:7]([C:11]4[CH:12]=[CH:13][CH:14]=[CH:15][CH:16]=4)[NH:8][C:9]=3[CH:10]=[C:2]([NH:1][C:34](=[O:35])[C:33]3[CH:37]=[CH:38][CH:39]=[CH:40][C:32]=3[NH:31][S:28]([C:25]3[CH:26]=[CH:27][C:22]([CH3:41])=[CH:23][CH:24]=3)(=[O:30])=[O:29])[CH:3]=2)[CH:17]=[N:18][NH:19]1. The yield is 0.610. (5) The reactants are [C:1]([O:7][CH2:8][C:9]1[CH:14]=[CH:13][CH:12]=[CH:11][CH:10]=1)(=[O:6])[CH2:2][C:3]([O-:5])=O.C(N(CC)C(C)C)(C)C.[F:24][C:25]([F:34])([F:33])[C:26]1[CH:31]=[CH:30][CH:29]=[CH:28][C:27]=1[NH2:32].CN(C(ON1N=NC2C=CC=NC1=2)=[N+](C)C)C.F[P-](F)(F)(F)(F)F. The catalyst is C(Cl)Cl.CN(C=O)C. The product is [CH2:8]([O:7][C:1](=[O:6])[CH2:2][C:3]([NH:32][C:27]1[CH:28]=[CH:29][CH:30]=[CH:31][C:26]=1[C:25]([F:24])([F:33])[F:34])=[O:5])[C:9]1[CH:14]=[CH:13][CH:12]=[CH:11][CH:10]=1. The yield is 0.570.